Task: Predict which catalyst facilitates the given reaction.. Dataset: Catalyst prediction with 721,799 reactions and 888 catalyst types from USPTO (1) Reactant: [Br:1][C:2]1[CH:11]=[N:10][C:5]2[O:6][CH2:7][CH2:8][NH:9][C:4]=2[CH:3]=1.[Br:12][C:13]1[CH:14]=[C:15]([CH:19]=[C:20]([Br:24])[C:21]=1[O:22][CH3:23])[C:16](Cl)=[O:17].C(N(CC)CC)C.O. Product: [Br:1][C:2]1[CH:11]=[N:10][C:5]2[O:6][CH2:7][CH2:8][N:9]([C:16]([C:15]3[CH:19]=[C:20]([Br:24])[C:21]([O:22][CH3:23])=[C:13]([Br:12])[CH:14]=3)=[O:17])[C:4]=2[CH:3]=1. The catalyst class is: 4. (2) Reactant: [N:1]1([CH2:7][C:8]([NH:10][C:11]2[CH:12]=[C:13]([CH:17]=[CH:18][C:19]=2[C:20]([F:23])([F:22])[F:21])[C:14](O)=[O:15])=[O:9])[CH2:6][CH2:5][O:4][CH2:3][CH2:2]1.[C:24]1([C:30]2[N:35]=[CH:34][C:33]([NH2:36])=[CH:32][CH:31]=2)[CH:29]=[CH:28][CH:27]=[CH:26][CH:25]=1.F[P-](F)(F)(F)(F)F.N1(O[P+](N2CCCC2)(N2CCCC2)N2CCCC2)C2C=CC=CC=2N=N1.C(N(C(C)C)CC)(C)C. Product: [N:1]1([CH2:7][C:8]([NH:10][C:11]2[CH:12]=[C:13]([CH:17]=[CH:18][C:19]=2[C:20]([F:21])([F:22])[F:23])[C:14]([NH:36][C:33]2[CH:34]=[N:35][C:30]([C:24]3[CH:29]=[CH:28][CH:27]=[CH:26][CH:25]=3)=[CH:31][CH:32]=2)=[O:15])=[O:9])[CH2:2][CH2:3][O:4][CH2:5][CH2:6]1. The catalyst class is: 18. (3) Reactant: [F:1][C:2]([F:7])([F:6])[C:3]([OH:5])=[O:4].[O:8]=[C:9]1[CH2:14][CH2:13][N:12](C(OC(C)(C)C)=O)[CH2:11][CH2:10]1. Product: [F:1][C:2]([F:7])([F:6])[C:3]([OH:5])=[O:4].[NH:12]1[CH2:13][CH2:14][C:9](=[O:8])[CH2:10][CH2:11]1. The catalyst class is: 4.